This data is from Forward reaction prediction with 1.9M reactions from USPTO patents (1976-2016). The task is: Predict the product of the given reaction. (1) Given the reactants I[C:2]1[CH:7]=[CH:6][C:5]([N+:8]([O-:10])=[O:9])=[CH:4][CH:3]=1.[C:11]([O:15][CH2:16][CH3:17])(=[O:14])[C:12]#[CH:13], predict the reaction product. The product is: [N+:8]([C:5]1[CH:6]=[CH:7][C:2]([C:13]#[C:12][C:11]([O:15][CH2:16][CH3:17])=[O:14])=[CH:3][CH:4]=1)([O-:10])=[O:9]. (2) Given the reactants [F:1][C:2]1[CH:7]=[CH:6][CH:5]=[C:4]([F:8])[C:3]=1[CH:9]1[NH:14][C:13]2[CH:15]=[CH:16][C:17](B3OC(C)(C)C(C)(C)O3)=[CH:18][C:12]=2[O:11][CH2:10]1.C([O-])([O-])=O.[K+].[K+].COC1C=CC=C(OC)C=1C1C=CC=CC=1P(C1CCCCC1)C1CCCCC1.Br[C:64]1[N:68]([CH2:69][CH3:70])[N:67]=[C:66]([C:71]2[CH:72]=[N:73][CH:74]=[CH:75][CH:76]=2)[N:65]=1, predict the reaction product. The product is: [F:8][C:4]1[CH:5]=[CH:6][CH:7]=[C:2]([F:1])[C:3]=1[CH:9]1[NH:14][C:13]2[CH:15]=[CH:16][C:17]([C:64]3[N:68]([CH2:69][CH3:70])[N:67]=[C:66]([C:71]4[CH:72]=[N:73][CH:74]=[CH:75][CH:76]=4)[N:65]=3)=[CH:18][C:12]=2[O:11][CH2:10]1. (3) Given the reactants [F:1][C:2]1[CH:7]=[CH:6][C:5]([Mg]Br)=[CH:4][CH:3]=1.Cl[C:11]1[C:20]2[C:15](=[CH:16][C:17]([Cl:21])=[CH:18][CH:19]=2)[N:14]=[CH:13][CH:12]=1, predict the reaction product. The product is: [Cl:21][C:17]1[CH:16]=[C:15]2[C:20]([C:11]([C:5]3[CH:6]=[CH:7][C:2]([F:1])=[CH:3][CH:4]=3)=[CH:12][CH:13]=[N:14]2)=[CH:19][CH:18]=1. (4) Given the reactants C[O:2][C:3](=[O:44])[CH:4]([NH:8][S:9]([C:12]1[CH:17]=[CH:16][C:15]([C:18]2[CH:23]=[CH:22][C:21]([CH2:24][O:25][C:26]3[C:35]4[C:30](=[C:31]([C:36]([F:39])([F:38])[F:37])[CH:32]=[CH:33][CH:34]=4)[N:29]=[C:28]([C:40]([F:43])([F:42])[F:41])[CH:27]=3)=[CH:20][CH:19]=2)=[CH:14][CH:13]=1)(=[O:11])=[O:10])[CH:5]([CH3:7])[CH3:6].CO.[OH-].[Na+], predict the reaction product. The product is: [F:43][C:40]([F:41])([F:42])[C:28]1[CH:27]=[C:26]([O:25][CH2:24][C:21]2[CH:22]=[CH:23][C:18]([C:15]3[CH:14]=[CH:13][C:12]([S:9]([NH:8][CH:4]([CH:5]([CH3:7])[CH3:6])[C:3]([OH:44])=[O:2])(=[O:11])=[O:10])=[CH:17][CH:16]=3)=[CH:19][CH:20]=2)[C:35]2[C:30](=[C:31]([C:36]([F:37])([F:38])[F:39])[CH:32]=[CH:33][CH:34]=2)[N:29]=1. (5) Given the reactants C(OC([N:8]1[C@@H:12]([CH2:13][CH2:14][C:15]2[CH:20]=[CH:19][C:18]([NH:21][C:22]3[CH:27]=[CH:26][C:25]([Cl:28])=[CH:24][CH:23]=3)=[CH:17][CH:16]=2)[CH2:11][O:10]C1(C)C)=O)(C)(C)C.Cl.[OH-].[Na+], predict the reaction product. The product is: [NH2:8][C@@H:12]([CH2:13][CH2:14][C:15]1[CH:20]=[CH:19][C:18]([NH:21][C:22]2[CH:23]=[CH:24][C:25]([Cl:28])=[CH:26][CH:27]=2)=[CH:17][CH:16]=1)[CH2:11][OH:10]. (6) Given the reactants [CH3:1][O:2][C:3]1[CH:12]=[CH:11][C:6]2[N:7]=[C:8]([NH2:10])[S:9][C:5]=2[CH:4]=1.Br[CH2:14][C:15]([C:17]1[CH:22]=[CH:21][C:20]([N+:23]([O-])=O)=[CH:19][CH:18]=1)=O.Cl[Sn]Cl, predict the reaction product. The product is: [CH3:1][O:2][C:3]1[CH:12]=[CH:11][C:6]2[N:7]3[CH:14]=[C:15]([C:17]4[CH:22]=[CH:21][C:20]([NH2:23])=[CH:19][CH:18]=4)[N:10]=[C:8]3[S:9][C:5]=2[CH:4]=1.